From a dataset of Full USPTO retrosynthesis dataset with 1.9M reactions from patents (1976-2016). Predict the reactants needed to synthesize the given product. (1) The reactants are: [C:1]([O:5][C:6]([N:8]1[CH2:13][CH2:12][CH:11]([OH:14])[CH2:10][CH2:9]1)=[O:7])([CH3:4])([CH3:3])[CH3:2].[H-].[Na+].[CH2:17]([O:24][C:25]1[CH:30]=[CH:29][C:28]([C:31]2[CH:36]=[C:35](Cl)[N:34]=[N:33][C:32]=2[CH2:38][CH2:39][CH2:40][CH3:41])=[CH:27][CH:26]=1)[C:18]1[CH:23]=[CH:22][CH:21]=[CH:20][CH:19]=1.O. Given the product [C:1]([O:5][C:6]([N:8]1[CH2:13][CH2:12][CH:11]([O:14][C:35]2[N:34]=[N:33][C:32]([CH2:38][CH2:39][CH2:40][CH3:41])=[C:31]([C:28]3[CH:27]=[CH:26][C:25]([O:24][CH2:17][C:18]4[CH:19]=[CH:20][CH:21]=[CH:22][CH:23]=4)=[CH:30][CH:29]=3)[CH:36]=2)[CH2:10][CH2:9]1)=[O:7])([CH3:4])([CH3:2])[CH3:3], predict the reactants needed to synthesize it. (2) Given the product [CH3:13][N:2]([CH3:1])[CH2:3][CH2:4][O:5][CH2:6][CH2:7][O:8][CH2:9][CH2:10][C:11](=[N:14][OH:15])[NH2:12], predict the reactants needed to synthesize it. The reactants are: [CH3:1][N:2]([CH3:13])[CH2:3][CH2:4][O:5][CH2:6][CH2:7][O:8][CH2:9][CH2:10][C:11]#[N:12].[NH2:14][OH:15]. (3) Given the product [CH3:9][C:6]1([CH3:8])[CH2:7][C:2]([CH3:22])([CH3:1])[CH2:3][CH:4]([C:10]2[CH:15]=[CH:14][CH:13]=[CH:12][C:11]=2[N:16]2[CH2:17][CH2:18][N:19]([CH2:24][CH2:25][CH2:26][C:27]([F:30])([F:29])[F:28])[CH2:20][CH2:21]2)[CH2:5]1, predict the reactants needed to synthesize it. The reactants are: [CH3:1][C:2]1([CH3:22])[CH2:7][C:6]([CH3:9])([CH3:8])[CH2:5][CH:4]([C:10]2[CH:15]=[CH:14][CH:13]=[CH:12][C:11]=2[N:16]2[CH2:21][CH2:20][NH:19][CH2:18][CH2:17]2)[CH2:3]1.Br[CH2:24][CH2:25][CH2:26][C:27]([F:30])([F:29])[F:28].[I-].[Na+].C(=O)([O-])[O-].[K+].[K+].C(=O)([O-])O.[Na+].